From a dataset of NCI-60 drug combinations with 297,098 pairs across 59 cell lines. Regression. Given two drug SMILES strings and cell line genomic features, predict the synergy score measuring deviation from expected non-interaction effect. (1) Drug 1: COC1=CC(=CC(=C1O)OC)C2C3C(COC3=O)C(C4=CC5=C(C=C24)OCO5)OC6C(C(C7C(O6)COC(O7)C8=CC=CS8)O)O. Drug 2: C(=O)(N)NO. Cell line: SNB-19. Synergy scores: CSS=50.4, Synergy_ZIP=5.52, Synergy_Bliss=4.47, Synergy_Loewe=-63.4, Synergy_HSA=5.40. (2) Drug 1: C1C(C(OC1N2C=C(C(=O)NC2=O)F)CO)O. Drug 2: CCN(CC)CCCC(C)NC1=C2C=C(C=CC2=NC3=C1C=CC(=C3)Cl)OC. Cell line: SF-268. Synergy scores: CSS=40.6, Synergy_ZIP=-1.28, Synergy_Bliss=-0.511, Synergy_Loewe=-10.5, Synergy_HSA=0.879. (3) Drug 1: CCCS(=O)(=O)NC1=C(C(=C(C=C1)F)C(=O)C2=CNC3=C2C=C(C=N3)C4=CC=C(C=C4)Cl)F. Drug 2: CC1CCC2CC(C(=CC=CC=CC(CC(C(=O)C(C(C(=CC(C(=O)CC(OC(=O)C3CCCCN3C(=O)C(=O)C1(O2)O)C(C)CC4CCC(C(C4)OC)OCCO)C)C)O)OC)C)C)C)OC. Cell line: HCT116. Synergy scores: CSS=13.3, Synergy_ZIP=-0.307, Synergy_Bliss=2.47, Synergy_Loewe=-57.5, Synergy_HSA=0.836. (4) Drug 2: C1=CC(=CC=C1C#N)C(C2=CC=C(C=C2)C#N)N3C=NC=N3. Synergy scores: CSS=26.6, Synergy_ZIP=-6.26, Synergy_Bliss=-1.40, Synergy_Loewe=-13.9, Synergy_HSA=-4.31. Drug 1: CC1C(C(CC(O1)OC2CC(CC3=C2C(=C4C(=C3O)C(=O)C5=C(C4=O)C(=CC=C5)OC)O)(C(=O)C)O)N)O.Cl. Cell line: HOP-62. (5) Drug 1: C1=CC(=CC=C1C#N)C(C2=CC=C(C=C2)C#N)N3C=NC=N3. Drug 2: CC1=C(C(=O)C2=C(C1=O)N3CC4C(C3(C2COC(=O)N)OC)N4)N. Cell line: HS 578T. Synergy scores: CSS=12.0, Synergy_ZIP=-3.47, Synergy_Bliss=1.23, Synergy_Loewe=-1.67, Synergy_HSA=1.37.